Regression. Given a peptide amino acid sequence and an MHC pseudo amino acid sequence, predict their binding affinity value. This is MHC class I binding data. From a dataset of Peptide-MHC class I binding affinity with 185,985 pairs from IEDB/IMGT. (1) The peptide sequence is KFNPMKTYI. The MHC is HLA-B44:02 with pseudo-sequence HLA-B44:02. The binding affinity (normalized) is 0. (2) The peptide sequence is TLACFVLAA. The MHC is HLA-A02:02 with pseudo-sequence HLA-A02:02. The binding affinity (normalized) is 0.971.